From a dataset of Full USPTO retrosynthesis dataset with 1.9M reactions from patents (1976-2016). Predict the reactants needed to synthesize the given product. (1) The reactants are: [NH2:1][C:2]1[N:7]=[CH:6][N:5]=[C:4]2[N:8]([CH:12]([C:14]3[CH:21]=[C:20]([Cl:22])[C:17]([C:18]#[N:19])=[C:16]([CH:23]4[CH2:26][NH:25][CH2:24]4)[C:15]=3[O:27][CH3:28])[CH3:13])[N:9]=[C:10]([CH3:11])[C:3]=12.C(N(CC)CC)C.[C:36](Cl)(=[O:38])[CH3:37]. Given the product [C:36]([N:25]1[CH2:24][CH:23]([C:16]2[C:15]([O:27][CH3:28])=[C:14]([CH:12]([N:8]3[C:4]4=[N:5][CH:6]=[N:7][C:2]([NH2:1])=[C:3]4[C:10]([CH3:11])=[N:9]3)[CH3:13])[CH:21]=[C:20]([Cl:22])[C:17]=2[C:18]#[N:19])[CH2:26]1)(=[O:38])[CH3:37], predict the reactants needed to synthesize it. (2) Given the product [Cl:34][C:35]1[CH:36]=[CH:37][C:38]([NH:41][C:42](=[O:46])[C:9]([NH:10][C@@H:11]2[CH2:16][CH2:15][C@@H:14]([C:17]([N:19]([CH3:20])[CH3:21])=[O:18])[CH2:13][C@H:12]2[NH:22][C:23]([C:90]2[S:91][C:85]3[CH2:84][N:83]([CH3:82])[CH2:88][CH2:87][C:86]=3[N:89]=2)=[O:25])=[O:30])=[N:39][CH:40]=1, predict the reactants needed to synthesize it. The reactants are: C(O[C:9](=[O:30])[NH:10][C@@H:11]1[CH2:16][CH2:15][C@@H:14]([C:17]([N:19]([CH3:21])[CH3:20])=[O:18])[CH2:13][C@H:12]1[NH:22][C:23]([O:25]C(C)(C)C)=O)C1C=CC=CC=1.[H][H].[Li+].[Cl:34][C:35]1[CH:36]=[CH:37][C:38]([NH:41][C:42](=[O:46])C([O-])=O)=[N:39][CH:40]=1.ON1C2C=CC=CC=2N=N1.Cl.CN(C)CCCN=C=NCC.CS(O)(=O)=O.C(N(CC)CC)C.Cl.[CH3:82][N:83]1[CH2:88][CH2:87][C:86]2[N:89]=[C:90](C(O)=O)[S:91][C:85]=2[CH2:84]1. (3) Given the product [Br:1][C:2]1[CH:3]=[CH:4][C:5]([CH2:8][CH2:9][CH2:10][C:11]([NH:28][C:29]2[CH:30]=[CH:31][C:32]([S:37]([C:40]([CH3:43])([CH3:42])[CH3:41])(=[O:39])=[O:38])=[C:33]([C:34]#[N:35])[CH:36]=2)=[O:12])=[CH:6][CH:7]=1, predict the reactants needed to synthesize it. The reactants are: [Br:1][C:2]1[CH:7]=[CH:6][C:5]([CH2:8][CH2:9][CH2:10][C:11](NC2C=CC(S(CC)(=O)=O)=C(C#N)C=2)=[O:12])=[C:4](C)[CH:3]=1.[NH2:28][C:29]1[CH:30]=[CH:31][C:32]([S:37]([C:40]([CH3:43])([CH3:42])[CH3:41])(=[O:39])=[O:38])=[C:33]([CH:36]=1)[C:34]#[N:35].BrC1C=CC(CCCC(Cl)=O)=CC=1. (4) Given the product [Br:1][C:2]1[CH:7]=[CH:6][C:5]([C:8]([O:27][CH3:31])([CH2:25][CH3:26])[C:9]([N:11]2[CH2:15][CH2:14][C:13]3([C:19]4[CH:20]=[CH:21][CH:22]=[CH:23][C:18]=4[C:17](=[O:24])[O:16]3)[CH2:12]2)=[O:10])=[C:4]([F:28])[CH:3]=1, predict the reactants needed to synthesize it. The reactants are: [Br:1][C:2]1[CH:7]=[CH:6][C:5]([C:8]([OH:27])([CH2:25][CH3:26])[C:9]([N:11]2[CH2:15][CH2:14][C:13]3([C:19]4[CH:20]=[CH:21][CH:22]=[CH:23][C:18]=4[C:17](=[O:24])[O:16]3)[CH2:12]2)=[O:10])=[C:4]([F:28])[CH:3]=1.[H-].[Na+].[CH3:31]I. (5) Given the product [Si:14]([O:21][C:22]1[C:30]2[N:29]=[C:28]([CH:31]([F:33])[F:32])[N:27]([C:34]3[N:39]=[C:38]([N:1]4[CH2:5][CH2:4][CH2:3][CH:2]4[CH2:6][OH:7])[CH:37]=[C:36]([Cl:41])[N:35]=3)[C:26]=2[CH:25]=[CH:24][CH:23]=1)([C:17]([CH3:18])([CH3:19])[CH3:20])([CH3:16])[CH3:15], predict the reactants needed to synthesize it. The reactants are: [NH:1]1[CH2:5][CH2:4][CH2:3][CH:2]1[CH2:6][OH:7].C(=O)([O-])[O-].[K+].[K+].[Si:14]([O:21][C:22]1[C:30]2[N:29]=[C:28]([CH:31]([F:33])[F:32])[N:27]([C:34]3[N:39]=[C:38](Cl)[CH:37]=[C:36]([Cl:41])[N:35]=3)[C:26]=2[CH:25]=[CH:24][CH:23]=1)([C:17]([CH3:20])([CH3:19])[CH3:18])([CH3:16])[CH3:15].O. (6) Given the product [CH:16]1[C:17]2[C:22](=[CH:21][CH:20]=[CH:19][CH:18]=2)[CH:23]=[CH:24][C:15]=1[C:7]1[CH:8]=[N:31][O:25][C:6]=1[C:5]1[CH:4]=[C:3]([CH2:1][CH3:2])[C:12]([O:13][CH3:14])=[CH:11][C:10]=1[OH:9], predict the reactants needed to synthesize it. The reactants are: [CH2:1]([C:3]1[CH:4]=[C:5]2[C:10](=[CH:11][C:12]=1[O:13][CH3:14])[O:9][CH:8]=[C:7]([C:15]1[CH:24]=[CH:23][C:22]3[C:17](=[CH:18][CH:19]=[CH:20][CH:21]=3)[CH:16]=1)[C:6]2=[O:25])[CH3:2].Cl.NO.C([N:31](CC)CC)C. (7) Given the product [CH2:29]([N:7]1[CH:6]=[C:5]([C:1]([CH3:4])([CH3:2])[CH3:3])[S:9]/[C:8]/1=[N:10]\[C:11](=[O:21])[C:12]1[CH:17]=[C:16]([Cl:18])[CH:15]=[CH:14][C:13]=1[O:19][CH3:20])[CH:28]=[CH2:27], predict the reactants needed to synthesize it. The reactants are: [C:1]([C:5]1[S:9][C:8]([NH:10][C:11](=[O:21])[C:12]2[CH:17]=[C:16]([Cl:18])[CH:15]=[CH:14][C:13]=2[O:19][CH3:20])=[N:7][CH:6]=1)([CH3:4])([CH3:3])[CH3:2].CN(C)C=O.[CH3:27][C:28](C)([O-])[CH3:29].[K+].C(Br)C=C. (8) The reactants are: [CH2:1]([O:3][C:4]1[CH:16]=[CH:15][CH:14]=[CH:13][C:5]=1[O:6][C@@H:7]1[CH2:12][CH2:11][CH2:10][NH:9][CH2:8]1)[CH3:2].Cl[C:18]1[N:23]=[CH:22][C:21]([C:24]([O:26][CH2:27][CH3:28])=[O:25])=[CH:20][N:19]=1.CCN(CC)CC. Given the product [CH2:1]([O:3][C:4]1[CH:16]=[CH:15][CH:14]=[CH:13][C:5]=1[O:6][C@@H:7]1[CH2:12][CH2:11][CH2:10][N:9]([C:18]2[N:19]=[CH:20][C:21]([C:24]([O:26][CH2:27][CH3:28])=[O:25])=[CH:22][N:23]=2)[CH2:8]1)[CH3:2], predict the reactants needed to synthesize it. (9) Given the product [Cl:1][C:2]1[C:10]([C:11]2[C:12]([CH3:18])=[N:13][N:14]([CH3:17])[C:15]=2[CH3:16])=[C:9]2[C:5]([C:6]([CH2:20][CH2:21][CH2:22][O:23][C:24]3[CH:25]=[C:26]([CH3:32])[C:27]([Cl:31])=[C:28]([CH3:30])[CH:29]=3)=[C:7]([CH3:19])[N:8]2[CH2:40][C:41]2[CH:42]=[C:43]([CH:48]=[CH:49][CH:50]=2)[C:44]([OH:46])=[O:45])=[CH:4][CH:3]=1, predict the reactants needed to synthesize it. The reactants are: [Cl:1][C:2]1[C:10]([C:11]2[C:12]([CH3:18])=[N:13][N:14]([CH3:17])[C:15]=2[CH3:16])=[C:9]2[C:5]([C:6]([CH2:20][CH2:21][CH2:22][O:23][C:24]3[CH:29]=[C:28]([CH3:30])[C:27]([Cl:31])=[C:26]([CH3:32])[CH:25]=3)=[C:7]([CH3:19])[NH:8]2)=[CH:4][CH:3]=1.C(=O)([O-])[O-].[Cs+].[Cs+].Br[CH2:40][C:41]1[CH:42]=[C:43]([CH:48]=[CH:49][CH:50]=1)[C:44]([O:46]C)=[O:45].